From a dataset of Full USPTO retrosynthesis dataset with 1.9M reactions from patents (1976-2016). Predict the reactants needed to synthesize the given product. (1) Given the product [C:17]([C:16]([NH:15][C:5](=[O:6])[C:4]1[CH:8]=[CH:9][C:10]([C:11]([F:14])([F:13])[F:12])=[C:2]([F:1])[CH:3]=1)([CH3:32])[CH2:19][N:20]1[CH:28]=[C:27]2[C:22]([C:23]([Cl:31])=[C:24]([Cl:30])[CH:25]=[C:26]2[Cl:29])=[N:21]1)#[N:18], predict the reactants needed to synthesize it. The reactants are: [F:1][C:2]1[CH:3]=[C:4]([CH:8]=[CH:9][C:10]=1[C:11]([F:14])([F:13])[F:12])[C:5](Cl)=[O:6].[NH2:15][C:16]([CH3:32])([CH2:19][N:20]1[CH:28]=[C:27]2[C:22]([C:23]([Cl:31])=[C:24]([Cl:30])[CH:25]=[C:26]2[Cl:29])=[N:21]1)[C:17]#[N:18]. (2) Given the product [C:1]([O:5][C:6](=[O:16])[C:7]1[CH:12]=[CH:11][CH:10]=[C:9]([NH2:13])[CH:8]=1)([CH3:4])([CH3:2])[CH3:3], predict the reactants needed to synthesize it. The reactants are: [C:1]([O:5][C:6](=[O:16])[C:7]1[CH:12]=[CH:11][CH:10]=[C:9]([N+:13]([O-])=O)[CH:8]=1)([CH3:4])([CH3:3])[CH3:2]. (3) Given the product [Br:1][C:2]1[CH:10]=[C:9]([Cl:11])[C:5]2[O:6][CH2:7][O:8][C:4]=2[CH:3]=1, predict the reactants needed to synthesize it. The reactants are: [Br:1][C:2]1[CH:10]=[CH:9][C:5]2[O:6][CH2:7][O:8][C:4]=2[CH:3]=1.[Cl:11]N1C(=O)CCC1=O. (4) Given the product [Cl:37][C:31]1[C:30]([CH2:29][N:6]2[C:5]3[CH:7]=[C:8]([O:12][CH2:13][C:14]4[CH:23]=[CH:22][CH:21]=[CH:20][C:15]=4[C:16]([O:18][CH3:19])=[O:17])[CH:9]=[C:10]([CH3:11])[C:4]=3[N:3]=[C:2]2[CH3:1])=[CH:35][CH:34]=[C:33]([Cl:36])[N:32]=1, predict the reactants needed to synthesize it. The reactants are: [CH3:1][C:2]1[NH:6][C:5]2[CH:7]=[C:8]([O:12][CH2:13][C:14]3[CH:23]=[CH:22][CH:21]=[CH:20][C:15]=3[C:16]([O:18][CH3:19])=[O:17])[CH:9]=[C:10]([CH3:11])[C:4]=2[N:3]=1.CS(O[CH2:29][C:30]1[C:31]([Cl:37])=[N:32][C:33]([Cl:36])=[CH:34][CH:35]=1)(=O)=O. (5) Given the product [N:37]1([CH2:41][CH2:42][O:1][C:2]2[CH:36]=[CH:35][C:5]([CH2:6][CH2:8][NH:9][C:10]3[CH:15]=[C:14]([O:16][CH3:17])[CH:13]=[CH:12][C:11]=3[CH:18]3[CH2:27][CH2:26][C:25]4[CH:24]=[C:23]([OH:28])[CH:22]=[CH:21][C:20]=4[CH2:19]3)=[CH:4][CH:3]=2)[CH2:40][CH2:39][CH2:38]1, predict the reactants needed to synthesize it. The reactants are: [OH:1][C:2]1[CH:36]=[CH:35][C:5]([C:6]([CH2:8][NH:9][C:10]2[CH:15]=[C:14]([O:16][CH3:17])[CH:13]=[CH:12][C:11]=2[CH:18]2[CH2:27][CH2:26][C:25]3[CH:24]=[C:23]([O:28]C(=O)C(C)(C)C)[CH:22]=[CH:21][C:20]=3[CH2:19]2)=O)=[CH:4][CH:3]=1.[N:37]1([C:41](=O)[CH2:42]Cl)[CH2:40][CH2:39][CH2:38]1. (6) Given the product [F:1][C:2]1[CH:7]=[CH:6][C:5]([CH:8]([C:10]2[CH:15]=[CH:14][C:13]([C:16]([F:19])([F:18])[F:17])=[CH:12][CH:11]=2)[C:36]2[C:44]3[C:39](=[C:40]([CH2:46][S:47][CH3:48])[CH:41]=[CH:42][CH:43]=3)[NH:38][CH:37]=2)=[CH:4][CH:3]=1, predict the reactants needed to synthesize it. The reactants are: [F:1][C:2]1[CH:7]=[CH:6][C:5]([CH:8]([C:10]2[CH:15]=[CH:14][C:13]([C:16]([F:19])([F:18])[F:17])=[CH:12][CH:11]=2)O)=[CH:4][CH:3]=1.[Cl-].[In+3].[Cl-].[Cl-].ClC1C=C(Cl)C=CC=1C([C:36]1[C:44]2[C:39](=[C:40]([CH2:46][S:47][CH3:48])[CH:41]=[C:42](F)[CH:43]=2)[NH:38][CH:37]=1)CCO.O.